Task: Predict the reactants needed to synthesize the given product.. Dataset: Full USPTO retrosynthesis dataset with 1.9M reactions from patents (1976-2016) (1) The reactants are: [OH-].[K+].[CH2:3]([O:5][C:6](=O)[CH2:7][CH:8]1[C:13](=[O:14])[N:12]([CH2:15][CH2:16][CH2:17][N:18]2[CH2:23][CH2:22][CH2:21][CH2:20][CH2:19]2)[CH2:11][CH2:10][N:9]1[C:24](=[O:35])/[CH:25]=[CH:26]/[C:27]1[CH:32]=[CH:31][C:30]([Cl:33])=[C:29]([Cl:34])[CH:28]=1)C.[ClH:37].[CH3:38][NH:39][CH3:40].CN1CC[O:45]CC1.F[P-](F)(F)(F)(F)F.N1(OC(N(C)C)=[N+](C)C)C2N=CC=CC=2N=N1. Given the product [Cl:37][CH2:29][Cl:34].[CH3:3][OH:5].[OH-:45].[NH4+:9].[Cl:34][C:29]1[CH:28]=[C:27](/[CH:26]=[CH:25]/[C:24]([N:9]2[CH2:10][CH2:11][N:12]([CH2:15][CH2:16][CH2:17][N:18]3[CH2:19][CH2:20][CH2:21][CH2:22][CH2:23]3)[C:13](=[O:14])[CH:8]2[CH2:7][C:6]([N:39]([CH3:40])[CH3:38])=[O:5])=[O:35])[CH:32]=[CH:31][C:30]=1[Cl:33], predict the reactants needed to synthesize it. (2) The reactants are: [CH3:1][C:2](C)([O-:4])[CH3:3].[Na+].CC(O)C.Cl[C:12]1[N:13]=[CH:14][C:15]([C:18]([O:20]C)=[O:19])=[N:16][CH:17]=1. Given the product [CH:2]([O:4][C:12]1[N:13]=[CH:14][C:15]([C:18]([OH:20])=[O:19])=[N:16][CH:17]=1)([CH3:3])[CH3:1], predict the reactants needed to synthesize it. (3) Given the product [CH:17]1([N:7]2[CH2:8][C:9]([F:16])([F:15])[C:10](=[O:14])[N:11]([CH2:12][CH3:13])[C:5]3[CH:4]=[N:3][C:2]([NH:23][C:24]4[CH:25]=[CH:26][C:27]([C:28]([NH:30][CH:31]5[CH2:36][CH2:35][O:34][CH2:33][CH2:32]5)=[O:29])=[CH:37][CH:38]=4)=[N:22][C:6]2=3)[CH2:21][CH2:20][CH2:19][CH2:18]1, predict the reactants needed to synthesize it. The reactants are: Cl[C:2]1[N:3]=[CH:4][C:5]2[N:11]([CH2:12][CH3:13])[C:10](=[O:14])[C:9]([F:16])([F:15])[CH2:8][N:7]([CH:17]3[CH2:21][CH2:20][CH2:19][CH2:18]3)[C:6]=2[N:22]=1.[NH2:23][C:24]1[CH:38]=[CH:37][C:27]([C:28]([NH:30][CH:31]2[CH2:36][CH2:35][O:34][CH2:33][CH2:32]2)=[O:29])=[CH:26][CH:25]=1.O.C1(C)C=CC(S(O)(=O)=O)=CC=1. (4) Given the product [CH2:1]([O:3][C:4]([C:6]1[CH:7]=[N:8][C:9]2[C:14]([C:15]=1[NH:23][CH:18]1[CH2:22][CH2:21][CH2:20][CH2:19]1)=[CH:13][CH:12]=[CH:11][C:10]=2[Cl:17])=[O:5])[CH3:2], predict the reactants needed to synthesize it. The reactants are: [CH2:1]([O:3][C:4]([C:6]1[CH:7]=[N:8][C:9]2[C:14]([C:15]=1Cl)=[CH:13][CH:12]=[CH:11][C:10]=2[Cl:17])=[O:5])[CH3:2].[CH:18]1([NH2:23])[CH2:22][CH2:21][CH2:20][CH2:19]1. (5) Given the product [CH3:23][N:22]([CH3:24])[C@H:19]1[CH2:20][CH2:21][C@H:16]([N:13]([CH2:14][CH3:15])[C:4]2[C:5]([CH3:12])=[C:6]([CH:11]=[C:2]([C:29]3[CH:28]=[N:27][N:26]([CH3:25])[CH:30]=3)[CH:3]=2)[C:7]([O:9][CH3:10])=[O:8])[CH2:17][CH2:18]1, predict the reactants needed to synthesize it. The reactants are: Br[C:2]1[CH:3]=[C:4]([N:13]([C@H:16]2[CH2:21][CH2:20][C@H:19]([N:22]([CH3:24])[CH3:23])[CH2:18][CH2:17]2)[CH2:14][CH3:15])[C:5]([CH3:12])=[C:6]([CH:11]=1)[C:7]([O:9][CH3:10])=[O:8].[CH3:25][N:26]1[CH:30]=[C:29](B2OC(C)(C)C(C)(C)O2)[CH:28]=[N:27]1.C([O-])([O-])=O.[Na+].[Na+]. (6) Given the product [Br:1][C:2]1[C:3]([O:16][C:17]2[CH:22]=[CH:21][C:20]([F:23])=[CH:19][C:18]=2[F:24])=[CH:4][C:5]([CH:14]=[O:15])=[C:6]([NH:8][S:9]([CH2:12][CH3:13])(=[O:11])=[O:10])[CH:7]=1, predict the reactants needed to synthesize it. The reactants are: [Br:1][C:2]1[C:3]([O:16][C:17]2[CH:22]=[CH:21][C:20]([F:23])=[CH:19][C:18]=2[F:24])=[CH:4][C:5]([CH2:14][OH:15])=[C:6]([NH:8][S:9]([CH2:12][CH3:13])(=[O:11])=[O:10])[CH:7]=1. (7) Given the product [ClH:38].[C:1]([C:4]1[C:9]2[S:10][C:11]([C:14]([NH:16][C:17]3[CH:26]=[CH:25][C:24]4[C:19](=[CH:20][CH:21]=[CH:22][C:23]=4[C:27]([N:29]4[CH2:32][CH:31]([O:33][CH3:34])[CH2:30]4)=[O:28])[N:18]=3)=[O:15])=[C:12]([CH3:13])[C:8]=2[C:7]([CH2:35][O:36][CH3:37])=[CH:6][CH:5]=1)(=[O:3])[CH3:2], predict the reactants needed to synthesize it. The reactants are: [C:1]([C:4]1[C:9]2[S:10][C:11]([C:14]([NH:16][C:17]3[CH:26]=[CH:25][C:24]4[C:19](=[CH:20][CH:21]=[CH:22][C:23]=4[C:27]([N:29]4[CH2:32][CH:31]([O:33][CH3:34])[CH2:30]4)=[O:28])[N:18]=3)=[O:15])=[C:12]([CH3:13])[C:8]=2[C:7]([CH2:35][O:36][CH3:37])=[CH:6][CH:5]=1)(=[O:3])[CH3:2].[ClH:38].